This data is from Reaction yield outcomes from USPTO patents with 853,638 reactions. The task is: Predict the reaction yield, written as a fraction of the theoretical maximum amount of product (1.0 means a 100% yield; for example, 0.34 means a 34% yield). (1) The reactants are Cl.[CH:2]1([CH2:5][C:6]2[CH:11]=[C:10]([CH3:12])[C:9]([NH2:13])=[C:8]([CH3:14])[CH:7]=2)[CH2:4][CH2:3]1.[CH3:15][C:16]1[C:20]([CH2:21][O:22][C:23]2[CH:28]=[CH:27][C:26]([S:29](Cl)(=[O:31])=[O:30])=[CH:25][CH:24]=2)=[C:19]([CH3:33])[O:18][N:17]=1.C(N=C(N(C)C)N(C)C)(C)(C)C. The catalyst is N1C=CC=CC=1.CO. The product is [CH:2]1([CH2:5][C:6]2[CH:7]=[C:8]([CH3:14])[C:9]([NH:13][S:29]([C:26]3[CH:25]=[CH:24][C:23]([O:22][CH2:21][C:20]4[C:16]([CH3:15])=[N:17][O:18][C:19]=4[CH3:33])=[CH:28][CH:27]=3)(=[O:30])=[O:31])=[C:10]([CH3:12])[CH:11]=2)[CH2:3][CH2:4]1. The yield is 0.0356. (2) The product is [CH3:20][O:19][C:13]1[CH:12]=[C:11]([C:9]2[N:10]=[C:5]3[C:4]([CH3:23])=[CH:3][C:2]([N:31]4[CH2:32][CH2:33][C:28]5([O:27][CH2:26][CH2:25][O:24]5)[CH2:29][CH2:30]4)=[CH:22][N:6]3[C:7](=[O:21])[CH:8]=2)[CH:16]=[CH:15][C:14]=1[O:17][CH3:18]. The yield is 0.500. The reactants are Br[C:2]1[CH:3]=[C:4]([CH3:23])[C:5]2[N:6]([CH:22]=1)[C:7](=[O:21])[CH:8]=[C:9]([C:11]1[CH:16]=[CH:15][C:14]([O:17][CH3:18])=[C:13]([O:19][CH3:20])[CH:12]=1)[N:10]=2.[O:24]1[C:28]2([CH2:33][CH2:32][NH:31][CH2:30][CH2:29]2)[O:27][CH2:26][CH2:25]1.COC1C=CC=C(OC)C=1C1C=CC=CC=1P(C1CCCCC1)C1CCCCC1.C([O-])([O-])=O.[Cs+].[Cs+]. The catalyst is C1C=CC(/C=C/C(/C=C/C2C=CC=CC=2)=O)=CC=1.C1C=CC(/C=C/C(/C=C/C2C=CC=CC=2)=O)=CC=1.C1C=CC(/C=C/C(/C=C/C2C=CC=CC=2)=O)=CC=1.[Pd].[Pd].CC(C)=O.C(Cl)Cl.COCCOC. (3) The yield is 0.100. The product is [CH3:1][O:2][C:3](=[O:21])[C:4]1[CH:5]=[CH:6][C:7]([C:8]([NH:10][C:11]2[C:16]([CH3:17])=[CH:15][C:14]([O:18][CH2:35][C:34]3[C:30]([C:24]4[C:23]([Cl:22])=[CH:28][CH:27]=[CH:26][C:25]=4[Cl:29])=[N:31][O:32][C:33]=3[CH:37]([CH3:39])[CH3:38])=[CH:13][N:12]=2)=[O:9])=[CH:19][CH:20]=1. The catalyst is C1C=CC=CC=1. The reactants are [CH3:1][O:2][C:3](=[O:21])[C:4]1[CH:20]=[CH:19][C:7]([C:8]([NH:10][C:11]2[C:16]([CH3:17])=[CH:15][C:14]([OH:18])=[CH:13][N:12]=2)=[O:9])=[CH:6][CH:5]=1.[Cl:22][C:23]1[CH:28]=[CH:27][CH:26]=[C:25]([Cl:29])[C:24]=1[C:30]1[C:34]([CH2:35]O)=[C:33]([CH:37]([CH3:39])[CH3:38])[O:32][N:31]=1.C1(P(C2C=CC=CC=2)C2C=CC=CC=2)C=CC=CC=1. (4) The reactants are C([N:5]([CH2:34][CH2:35][C:36]([O:38]C(C)(C)C)=[O:37])[C:6](=[O:33])[C:7]1[CH:12]=[CH:11][C:10]([CH:13]([O:17][C:18]2[CH:23]=[CH:22][C:21]([N:24]3[CH:28]=[C:27]([C:29]([F:32])([F:31])[F:30])[CH:26]=[N:25]3)=[CH:20][CH:19]=2)[CH:14]([CH3:16])[CH3:15])=[CH:9][CH:8]=1)(C)(C)C.FC(F)(F)C(O)=O. The catalyst is ClCCl. The product is [CH3:15][CH:14]([CH3:16])[CH:13]([C:10]1[CH:11]=[CH:12][C:7]([C:6]([NH:5][CH2:34][CH2:35][C:36]([OH:38])=[O:37])=[O:33])=[CH:8][CH:9]=1)[O:17][C:18]1[CH:19]=[CH:20][C:21]([N:24]2[CH:28]=[C:27]([C:29]([F:30])([F:32])[F:31])[CH:26]=[N:25]2)=[CH:22][CH:23]=1. The yield is 0.240. (5) The reactants are [C:1]1([S:7]([N:10]2[C:18]3[C:13](=[CH:14][CH:15]=[CH:16][CH:17]=3)[C:12]([C:19]3[N:20]([S:24]([C:27]4[CH:32]=[CH:31][CH:30]=[CH:29][CH:28]=4)(=[O:26])=[O:25])[CH:21]=[CH:22][N:23]=3)=[CH:11]2)(=[O:9])=[O:8])[CH:6]=[CH:5][CH:4]=[CH:3][CH:2]=1.C([Li])(C)(C)C.CCCCC.[CH3:43][O:44][C:45]1[CH:46]=[C:47]([CH:51]=[C:52]([O:56][CH3:57])[C:53]=1[O:54][CH3:55])[C:48](Cl)=[O:49]. The catalyst is C1COCC1. The product is [C:27]1([S:24]([N:20]2[CH:21]=[C:22]([C:48]([C:47]3[CH:51]=[C:52]([O:56][CH3:57])[C:53]([O:54][CH3:55])=[C:45]([O:44][CH3:43])[CH:46]=3)=[O:49])[N:23]=[C:19]2[C:12]2[C:13]3[C:18](=[CH:17][CH:16]=[CH:15][CH:14]=3)[N:10]([S:7]([C:1]3[CH:2]=[CH:3][CH:4]=[CH:5][CH:6]=3)(=[O:9])=[O:8])[CH:11]=2)(=[O:25])=[O:26])[CH:28]=[CH:29][CH:30]=[CH:31][CH:32]=1. The yield is 0.300. (6) The reactants are [Br:1][C:2]1[CH:7]=[CH:6][C:5]([OH:8])=[C:4]([C:9]([CH3:13])([CH3:12])[CH2:10][CH3:11])[CH:3]=1.C(N(CC)CC)C.[Si:21](Cl)([C:24]([CH3:27])([CH3:26])[CH3:25])([CH3:23])[CH3:22].O. The catalyst is CN(C1C=CN=CC=1)C.CN(C=O)C. The product is [Br:1][C:2]1[CH:7]=[CH:6][C:5]([O:8][Si:21]([C:24]([CH3:27])([CH3:26])[CH3:25])([CH3:23])[CH3:22])=[C:4]([C:9]([CH3:12])([CH3:13])[CH2:10][CH3:11])[CH:3]=1. The yield is 1.00.